Dataset: Forward reaction prediction with 1.9M reactions from USPTO patents (1976-2016). Task: Predict the product of the given reaction. (1) Given the reactants I[C:2]1[CH:3]=[C:4]([CH2:10][CH2:11][C:12]([O:14][CH3:15])=[O:13])[CH:5]=[CH:6][C:7]=1[O:8][CH3:9].[B:16]1([B:16]2[O:20][C:19]([CH3:22])([CH3:21])[C:18]([CH3:24])([CH3:23])[O:17]2)[O:20][C:19]([CH3:22])([CH3:21])[C:18]([CH3:24])([CH3:23])[O:17]1.CC([O-])=O.[K+].O1CCOCC1, predict the reaction product. The product is: [CH3:9][O:8][C:7]1[CH:6]=[CH:5][C:4]([CH2:10][CH2:11][C:12]([O:14][CH3:15])=[O:13])=[CH:3][C:2]=1[B:16]1[O:20][C:19]([CH3:22])([CH3:21])[C:18]([CH3:24])([CH3:23])[O:17]1. (2) Given the reactants [C:1]([O:4][CH2:5][C:6]([CH3:36])([CH3:35])[CH2:7][N:8]1[C:14]2[CH:15]=[CH:16][C:17]([Cl:19])=[CH:18][C:13]=2[C@@H:12]([C:20]2[CH:25]=[CH:24][CH:23]=[C:22]([O:26][CH3:27])[C:21]=2[O:28][CH3:29])[O:11][C@H:10]([CH2:30][C:31](O)=[O:32])[C:9]1=[O:34])(=[O:3])[CH3:2].C(N(CC)CC)C.ClC(OCC(C)C)=O.Cl.[NH2:53][C:54]1[S:55][C:56]([CH2:59][CH2:60][C:61]([O:63][CH2:64][CH3:65])=[O:62])=[CH:57][N:58]=1.N1C=CC=CC=1, predict the reaction product. The product is: [C:1]([O:4][CH2:5][C:6]([CH3:36])([CH3:35])[CH2:7][N:8]1[C:14]2[CH:15]=[CH:16][C:17]([Cl:19])=[CH:18][C:13]=2[C@@H:12]([C:20]2[CH:25]=[CH:24][CH:23]=[C:22]([O:26][CH3:27])[C:21]=2[O:28][CH3:29])[O:11][C@H:10]([CH2:30][C:31]([NH:53][C:54]2[S:55][C:56]([CH2:59][CH2:60][C:61]([O:63][CH2:64][CH3:65])=[O:62])=[CH:57][N:58]=2)=[O:32])[C:9]1=[O:34])(=[O:3])[CH3:2]. (3) Given the reactants [F:1][C:2]1[CH:7]=[CH:6][C:5]([N:8]2[C:16]3[CH:15]=[C:14]4[CH2:17][CH2:18][CH:19]=[C:20]([CH:21]=[CH2:22])[C@@:13]4([CH3:23])[CH2:12][C:11]=3[CH:10]=[N:9]2)=[CH:4][CH:3]=1.[F:24][C:25]([C:28]1[C:29]([O:31][C:32](=O)[CH:33]=1)=[O:30])([F:27])[F:26].[C:35]([O-:38])([OH:37])=O.[Na+].[CH3:40]COCC, predict the reaction product. The product is: [F:1][C:2]1[CH:3]=[CH:4][C:5]([N:8]2[C:16]3[CH:15]=[C:14]4[CH2:17][CH2:18][C@@H:19]5[C:20]([C@@:13]4([CH3:23])[CH2:12][C:11]=3[CH:10]=[N:9]2)=[CH:21][CH2:22][C@H:33]([C:35]([O:38][CH3:40])=[O:37])[C@:28]5([C:25]([F:27])([F:26])[F:24])[C:29]([O:31][CH3:32])=[O:30])=[CH:6][CH:7]=1. (4) The product is: [NH2:11][CH:12]1[C:15](=[O:16])[NH:14][CH:13]1[O:17][C:18](=[O:20])[CH3:19]. Given the reactants C(OC([NH:11][CH:12]1[C:15](=[O:16])[NH:14][CH:13]1[O:17][C:18](=[O:20])[CH3:19])=O)C1C=CC=CC=1, predict the reaction product. (5) Given the reactants [NH2:1][C:2]1[N:11]=[C:10]([C:12]([N:14]2[CH2:22][C:21]3[C:16](=[CH:17][CH:18]=[CH:19][CH:20]=3)[CH2:15]2)=[O:13])[C:9]2[C:4](=[CH:5][CH:6]=[C:7]([C:23]#[C:24][CH2:25][OH:26])[CH:8]=2)[N:3]=1, predict the reaction product. The product is: [NH2:1][C:2]1[N:11]=[C:10]([C:12]([N:14]2[CH2:15][C:16]3[C:21](=[CH:20][CH:19]=[CH:18][CH:17]=3)[CH2:22]2)=[O:13])[C:9]2[C:4](=[CH:5][CH:6]=[C:7]([C:23]#[C:24][CH:25]=[O:26])[CH:8]=2)[N:3]=1. (6) The product is: [C:39]1([CH:32]([C:33]2[CH:38]=[CH:37][CH:36]=[CH:35][CH:34]=2)[CH2:31][NH:30][C:26]2[N:25]=[C:24]([CH2:45][NH:46][S:47]([CH2:50][CH:51]([CH3:52])[CH3:53])(=[O:48])=[O:49])[N:23]=[C:22]3[C:27]=2[N:28]=[CH:29][N:21]3[C@H:6]2[C@H:5]([OH:4])[C@H:9]([OH:10])[C@@H:8]([C:14]3[N:15]=[N:16][N:17]([CH2:19][CH3:20])[N:18]=3)[O:7]2)[CH:44]=[CH:43][CH:42]=[CH:41][CH:40]=1. Given the reactants C([O:4][C@@H:5]1[C@H:9]([O:10]C(=O)C)[C@@H:8]([C:14]2[N:15]=[N:16][N:17]([CH2:19][CH3:20])[N:18]=2)[O:7][C@H:6]1[N:21]1[CH:29]=[N:28][C:27]2[C:22]1=[N:23][C:24]([CH2:45][NH:46][S:47]([CH2:50][CH:51]([CH3:53])[CH3:52])(=[O:49])=[O:48])=[N:25][C:26]=2[NH:30][CH2:31][CH:32]([C:39]1[CH:44]=[CH:43][CH:42]=[CH:41][CH:40]=1)[C:33]1[CH:38]=[CH:37][CH:36]=[CH:35][CH:34]=1)(=O)C.C(=O)([O-])[O-].[Na+].[Na+], predict the reaction product.